From a dataset of Full USPTO retrosynthesis dataset with 1.9M reactions from patents (1976-2016). Predict the reactants needed to synthesize the given product. (1) Given the product [Br:1][C:2]1[CH:7]=[CH:6][CH:5]=[C:4]([O:8][CH2:12][CH2:13][CH2:14][Cl:15])[CH:3]=1, predict the reactants needed to synthesize it. The reactants are: [Br:1][C:2]1[CH:3]=[C:4]([OH:8])[CH:5]=[CH:6][CH:7]=1.[H-].[Na+].Br[CH2:12][CH2:13][CH2:14][Cl:15]. (2) Given the product [ClH:14].[ClH:28].[NH2:7][C:8]1[CH:9]=[C:10]([Cl:26])[C:11]([C:15]2[S:16][C:17]3[C:18]([NH:49][C:31]4[N:30]=[CH:36][N:37]=[C:33]([CH2:34][OH:106])[CH:32]=4)=[N:19][CH:20]=[C:21]([F:24])[C:22]=3[N:23]=2)=[C:12]([Cl:14])[CH:13]=1, predict the reactants needed to synthesize it. The reactants are: C(OC(=O)[NH:7][C:8]1[CH:13]=[C:12]([Cl:14])[C:11]([C:15]2[S:16][C:17]3[C:18](Cl)=[N:19][CH:20]=[C:21]([F:24])[C:22]=3[N:23]=2)=[C:10]([Cl:26])[CH:9]=1)(C)(C)C.[Cl:28]C1[C:34]2S[C:36](C3C(Cl)=CC(I)=CC=3Cl)=[N:37][C:33]=2[C:32](F)=[CH:31][N:30]=1.C(=O)(OC(C)(C)C)[NH2:49].CC1(C)C2C(=C(P(C3C=CC=CC=3)C3C=CC=CC=3)C=CC=2)OC2C(P(C3C=CC=CC=3)C3C=CC=CC=3)=CC=CC1=2.[O-]P([O-])([O-])=O.[K+].[K+].[K+].[OH2:106]. (3) Given the product [Cl:30][C:27]1[CH:28]=[C:29]2[C:24](=[CH:25][CH:26]=1)[N:23]=[CH:22][CH:21]=[C:20]2[CH2:19][N:9]1[C:10]([C:11]2[N:15]([CH3:16])[CH:14]=[C:13]([C:17]#[N:18])[CH:12]=2)=[C:5]2[C:6]([N:7]([CH2:34][CH:35]3[CH2:37][CH2:36]3)[C:2](=[NH:1])[N:3]([CH3:32])[C:4]2=[O:31])=[N:8]1, predict the reactants needed to synthesize it. The reactants are: [NH2:1][C:2]1[N:3]([CH3:32])[C:4](=[O:31])[C:5]2[C:6](=[N:8][N:9]([CH2:19][C:20]3[C:29]4[C:24](=[CH:25][CH:26]=[C:27]([Cl:30])[CH:28]=4)[N:23]=[CH:22][CH:21]=3)[C:10]=2[C:11]2[N:15]([CH3:16])[CH:14]=[C:13]([C:17]#[N:18])[CH:12]=2)[N:7]=1.Br[CH2:34][CH:35]1[CH2:37][CH2:36]1. (4) Given the product [NH3:9].[CH:4]1([N:9]2[C:18]3[N:17]=[C:16]([NH:19][C:20]4[CH:35]=[CH:34][C:23]([C:24]([NH:26][CH:27]5[CH2:32][CH2:31][N:30]([CH3:33])[CH2:29][CH2:28]5)=[O:25])=[CH:22][C:21]=4[O:36][CH2:37][CH3:38])[N:15]=[CH:14][C:13]=3[N:12]([CH3:39])[CH2:11][C@H:10]2[CH2:41][CH3:42])[CH2:8][CH2:7][CH2:6][CH2:5]1, predict the reactants needed to synthesize it. The reactants are: S(C)C.[CH:4]1([N:9]2[C:18]3[N:17]=[C:16]([NH:19][C:20]4[CH:35]=[CH:34][C:23]([C:24]([NH:26][CH:27]5[CH2:32][CH2:31][N:30]([CH3:33])[CH2:29][CH2:28]5)=[O:25])=[CH:22][C:21]=4[O:36][CH2:37][CH3:38])[N:15]=[CH:14][C:13]=3[N:12]([CH3:39])[C:11](=O)[C@H:10]2[CH2:41][CH3:42])[CH2:8][CH2:7][CH2:6][CH2:5]1.Cl. (5) Given the product [ClH:31].[C:1]([C:5]1[C:6]([Cl:31])=[C:7]([C:11]2[NH:19][C:18]3[C:13](=[N:14][C:15]([C:21]4[CH:26]=[CH:25][CH:24]=[CH:23][C:22]=4[C:27]([F:29])([F:28])[F:30])=[N:16][C:17]=3[CH3:20])[N:12]=2)[N:8]([CH3:10])[N:9]=1)([CH3:4])([CH3:2])[CH3:3], predict the reactants needed to synthesize it. The reactants are: [C:1]([C:5]1[C:6]([Cl:31])=[C:7]([C:11]2[NH:19][C:18]3[C:13](=[N:14][C:15]([C:21]4[CH:26]=[CH:25][CH:24]=[CH:23][C:22]=4[C:27]([F:30])([F:29])[F:28])=[N:16][C:17]=3[CH3:20])[N:12]=2)[N:8]([CH3:10])[N:9]=1)([CH3:4])([CH3:3])[CH3:2].Cl. (6) Given the product [CH:1]12[CH:9]([CH2:10][C:11]([NH:14][N:15]3[C:24](=[O:25])[C:23]4[C:18](=[CH:19][CH:20]=[CH:21][CH:22]=4)[N:17]=[C:16]3[CH:26]([CH3:28])[CH3:27])=[O:12])[CH:5]([CH2:6][CH2:7][CH2:8]1)[CH2:4][CH2:3][CH2:2]2, predict the reactants needed to synthesize it. The reactants are: [CH:1]12[CH:9]([CH2:10][C:11](Cl)=[O:12])[CH:5]([CH2:6][CH2:7][CH2:8]1)[CH2:4][CH2:3][CH2:2]2.[NH2:14][N:15]1[C:24](=[O:25])[C:23]2[C:18](=[CH:19][CH:20]=[CH:21][CH:22]=2)[N:17]=[C:16]1[CH:26]([CH3:28])[CH3:27].